Dataset: Forward reaction prediction with 1.9M reactions from USPTO patents (1976-2016). Task: Predict the product of the given reaction. (1) Given the reactants [Cl:1][C:2]1[CH:3]=[C:4]([C:8]2[CH:13]=[CH:12][CH:11]=[C:10]([NH2:14])[CH:9]=2)[CH:5]=[CH:6][CH:7]=1.[CH:15](=O)[CH2:16][CH2:17][CH3:18], predict the reaction product. The product is: [CH2:15]([NH:14][C:10]1[CH:9]=[C:8]([C:4]2[CH:5]=[CH:6][CH:7]=[C:2]([Cl:1])[CH:3]=2)[CH:13]=[CH:12][CH:11]=1)[CH2:16][CH2:17][CH3:18]. (2) The product is: [CH2:24]([O:23][CH:21]1[CH:20]([NH:32][C:33]([CH:35]2[CH2:39][CH2:38][CH2:37][N:36]2[C:40](=[O:54])[CH:41]([NH:43][C:44](=[O:53])[C:45]2[CH:50]=[CH:49][C:48]([NH:51][C:1](=[O:4])[CH3:2])=[C:47]([Cl:52])[CH:46]=2)[CH3:42])=[O:34])[CH2:19][C:18](=[O:17])[O:22]1)[CH3:25]. Given the reactants [CH2:1]([O:4]C(=O)NC1CC(=O)OC1OCC)[CH:2]=C.[O:17]=[C:18]1[O:22][CH:21]([O:23][CH2:24][CH2:25]C2C=CC=CC=2)[CH:20]([NH:32][C:33]([CH:35]2[CH2:39][CH2:38][CH2:37][N:36]2[C:40](=[O:54])[CH:41]([NH:43][C:44](=[O:53])[C:45]2[CH:50]=[CH:49][C:48]([NH2:51])=[C:47]([Cl:52])[CH:46]=2)[CH3:42])=[O:34])[CH2:19]1, predict the reaction product. (3) The product is: [NH2:18][C:14]([C:6]1[CH:7]=[C:8]([CH:9]=[C:4]([N+:1]([O-:3])=[O:2])[CH:5]=1)[C:10]([OH:12])=[O:11])=[O:16]. Given the reactants [N+:1]([C:4]1[CH:5]=[C:6]([C:14]([O-:16])=O)[CH:7]=[C:8]([C:10]([O:12]C)=[O:11])[CH:9]=1)([O-:3])=[O:2].[OH-].[NH4+:18].N, predict the reaction product.